This data is from Full USPTO retrosynthesis dataset with 1.9M reactions from patents (1976-2016). The task is: Predict the reactants needed to synthesize the given product. Given the product [N:40]1[S:41][N:42]=[C:43]2[CH:48]=[C:47]([NH:49][C:22]3[N:23]=[CH:24][C:19]4[CH:18]=[C:17]([C:29]5[C:34]([Cl:35])=[CH:33][CH:32]=[CH:31][C:30]=5[Cl:36])[C:16](=[O:37])[N:15]([CH2:14][C:13]#[CH:12])[C:20]=4[N:21]=3)[CH:46]=[CH:45][C:44]=12, predict the reactants needed to synthesize it. The reactants are: CC(C)([O-])C.[K+].C([Si](C)(C)[C:12]#[C:13][CH2:14][N:15]1[C:20]2[N:21]=[C:22](S(C)(=O)=O)[N:23]=[CH:24][C:19]=2[CH:18]=[C:17]([C:29]2[C:34]([Cl:35])=[CH:33][CH:32]=[CH:31][C:30]=2[Cl:36])[C:16]1=[O:37])(C)(C)C.[N:40]1[S:41][N:42]=[C:43]2[CH:48]=[C:47]([NH2:49])[CH:46]=[CH:45][C:44]=12.